Dataset: Forward reaction prediction with 1.9M reactions from USPTO patents (1976-2016). Task: Predict the product of the given reaction. (1) Given the reactants [CH3:1][C:2]([C:5]#[C:6]/[CH:7]=[CH:8]/[CH2:9][N:10]([CH2:12][C:13]1[CH:14]=[CH:15][CH:16]=[C:17]2[CH:22]=[CH:21][CH:20]=[CH:19][C:18]=12)[CH3:11])([CH3:4])[CH3:3].Cl, predict the reaction product. The product is: [CH3:4][C:2]([C:5]#[C:6]/[CH:7]=[CH:8]/[CH2:9][N:10]([CH2:12][C:13]1[CH:14]=[CH:15][CH:16]=[C:17]2[CH:22]=[CH:21][CH:20]=[CH:19][C:18]=12)[CH3:11])([CH3:1])[CH3:3]. (2) Given the reactants [C:1]1([CH3:20])[CH:6]=[CH:5][CH:4]=[CH:3][C:2]=1[O:7][C:8]1[CH:9]=[C:10]([C:17]([OH:19])=O)[C:11](=[CH:15][CH:16]=1)[C:12]([OH:14])=O.[NH2:21][CH2:22][C:23]([OH:25])=[O:24], predict the reaction product. The product is: [O:14]=[C:12]1[C:11]2[C:10](=[CH:9][C:8]([O:7][C:2]3[CH:3]=[CH:4][CH:5]=[CH:6][C:1]=3[CH3:20])=[CH:16][CH:15]=2)[C:17](=[O:19])[N:21]1[CH2:22][C:23]([OH:25])=[O:24]. (3) The product is: [Br:22][C:23]1[CH:28]=[CH:27][CH:26]=[C:25]([CH:29]([C:30]2[CH:35]=[CH:34][CH:33]=[C:32]([O:36][CH3:37])[N:31]=2)[CH:7]([C:8]2[CH:9]=[N:10][CH:11]=[CH:12][CH:13]=2)[C:3]2[CH:2]=[N:1][CH:6]=[CH:5][CH:4]=2)[N:24]=1. Given the reactants [N:1]1[CH:6]=[CH:5][CH:4]=[C:3]([CH2:7][C:8]2[CH:9]=[N:10][CH:11]=[CH:12][CH:13]=2)[CH:2]=1.[Li+].CC([N-]C(C)C)C.[Br:22][C:23]1[CH:28]=[CH:27][CH:26]=[C:25]([CH:29](Cl)[C:30]2[CH:35]=[CH:34][CH:33]=[C:32]([O:36][CH3:37])[N:31]=2)[N:24]=1, predict the reaction product. (4) Given the reactants [C:1]([C:5]1[C:13]2[O:12][CH:11]([CH2:14][NH2:15])[CH2:10][C:9]=2[CH:8]=[CH:7][CH:6]=1)([CH3:4])([CH3:3])[CH3:2].C(N(C(C)C)CC)(C)C.Cl[C:26]([O:28][CH2:29][C:30]1[CH:35]=[CH:34][CH:33]=[CH:32][CH:31]=1)=[O:27], predict the reaction product. The product is: [C:1]([C:5]1[C:13]2[O:12][CH:11]([CH2:14][NH:15][C:26](=[O:27])[O:28][CH2:29][C:30]3[CH:35]=[CH:34][CH:33]=[CH:32][CH:31]=3)[CH2:10][C:9]=2[CH:8]=[CH:7][CH:6]=1)([CH3:4])([CH3:2])[CH3:3]. (5) The product is: [C:1]1([C:32]2[CH:33]=[CH:34][CH:35]=[CH:36][CH:37]=2)[CH:2]=[CH:3][C:4]([C@@:7]2([S:26]([CH2:29][CH2:30][CH3:31])(=[O:28])=[O:27])[CH2:11][NH:10][C@H:9]([C:22]([O:24][CH3:25])=[O:23])[CH2:8]2)=[CH:5][CH:6]=1. Given the reactants [C:1]1([C:32]2[CH:37]=[CH:36][CH:35]=[CH:34][CH:33]=2)[CH:6]=[CH:5][C:4]([C@@:7]2([S:26]([CH2:29][CH2:30][CH3:31])(=[O:28])=[O:27])[CH2:11][N:10](C(OCC3C=CC=CC=3)=O)[C@H:9]([C:22]([O:24][CH3:25])=[O:23])[CH2:8]2)=[CH:3][CH:2]=1.I[Si](C)(C)C, predict the reaction product. (6) Given the reactants I[C:2]1[CH:7]=[CH:6][CH:5]=[CH:4][C:3]=1[Cl:8].[C:9]([C:12]1[CH:13]=[C:14](B(O)O)[CH:15]=[CH:16][CH:17]=1)(=[O:11])[CH3:10].C1(P(C2C=CC=CC=2)C2C=CC=CC=2)C=CC=CC=1.C(=O)([O-])[O-].[Na+].[Na+], predict the reaction product. The product is: [Cl:8][C:3]1[CH:4]=[CH:5][CH:6]=[CH:7][C:2]=1[C:16]1[CH:15]=[CH:14][CH:13]=[C:12]([C:9](=[O:11])[CH3:10])[CH:17]=1. (7) Given the reactants [NH2:1][CH:2]1[CH2:7][CH2:6][N:5]([CH2:8][CH2:9][N:10]2[C:15]3[CH:16]=[C:17]([O:20][CH3:21])[CH:18]=[CH:19][C:14]=3[S:13][CH2:12][C:11]2=[O:22])[CH2:4][CH2:3]1.[O:23]=[C:24]1[CH2:29][O:28][C:27]2[CH:30]=[CH:31][C:32]([CH:34]=O)=[N:33][C:26]=2[NH:25]1.C([BH3-])#N.[Na+], predict the reaction product. The product is: [CH3:21][O:20][C:17]1[CH:18]=[CH:19][C:14]2[S:13][CH2:12][C:11](=[O:22])[N:10]([CH2:9][CH2:8][N:5]3[CH2:4][CH2:3][CH:2]([NH:1][CH2:34][C:32]4[CH:31]=[CH:30][C:27]5[O:28][CH2:29][C:24](=[O:23])[NH:25][C:26]=5[N:33]=4)[CH2:7][CH2:6]3)[C:15]=2[CH:16]=1.